From a dataset of Peptide-MHC class I binding affinity with 185,985 pairs from IEDB/IMGT. Regression. Given a peptide amino acid sequence and an MHC pseudo amino acid sequence, predict their binding affinity value. This is MHC class I binding data. (1) The peptide sequence is RSLVCLAPK. The MHC is HLA-B57:01 with pseudo-sequence HLA-B57:01. The binding affinity (normalized) is 0.0847. (2) The peptide sequence is AETQNSSFI. The MHC is HLA-B40:01 with pseudo-sequence HLA-B40:01. The binding affinity (normalized) is 0.541. (3) The MHC is HLA-B48:01 with pseudo-sequence HLA-B48:01. The peptide sequence is YRYGFVANF. The binding affinity (normalized) is 0.0847.